This data is from Forward reaction prediction with 1.9M reactions from USPTO patents (1976-2016). The task is: Predict the product of the given reaction. (1) The product is: [CH2:34]([N:33]([CH2:32][C:12]([CH2:13][NH:14][C:15]1[CH:23]=[CH:22][CH:21]=[C:20]2[C:16]=1[CH:17]=[N:18][N:19]2[C:24]1[CH:25]=[CH:26][C:27]([F:30])=[CH:28][CH:29]=1)([OH:31])[C:11]([F:10])([F:37])[F:38])[C:1](=[O:9])[C:2]1[CH:3]=[CH:4][CH:5]=[CH:6][CH:7]=1)[CH2:35][CH3:36]. Given the reactants [C:1]([OH:9])(=O)[C:2]1[CH:7]=[CH:6][CH:5]=[CH:4][CH:3]=1.[F:10][C:11]([F:38])([F:37])[C:12]([CH2:32][NH:33][CH2:34][CH2:35][CH3:36])([OH:31])[CH2:13][NH:14][C:15]1[CH:23]=[CH:22][CH:21]=[C:20]2[C:16]=1[CH:17]=[N:18][N:19]2[C:24]1[CH:29]=[CH:28][C:27]([F:30])=[CH:26][CH:25]=1, predict the reaction product. (2) Given the reactants FC(F)(F)C(O)=O.C(OC([N:15]1[CH2:20][CH2:19][O:18][CH:17]([C:21]2[CH:26]=[CH:25][C:24]([NH:27][C:28]([NH:30][C:31]3[CH:36]=[CH:35][CH:34]=[C:33]([C:37]#[N:38])[CH:32]=3)=[O:29])=[C:23]([C:39]#[N:40])[CH:22]=2)[CH2:16]1)=O)(C)(C)C.[OH-].[Na+], predict the reaction product. The product is: [C:39]([C:23]1[CH:22]=[C:21]([CH:17]2[O:18][CH2:19][CH2:20][NH:15][CH2:16]2)[CH:26]=[CH:25][C:24]=1[NH:27][C:28]([NH:30][C:31]1[CH:36]=[CH:35][CH:34]=[C:33]([C:37]#[N:38])[CH:32]=1)=[O:29])#[N:40].